From a dataset of Reaction yield outcomes from USPTO patents with 853,638 reactions. Predict the reaction yield, written as a fraction of the theoretical maximum amount of product (1.0 means a 100% yield; for example, 0.34 means a 34% yield). The reactants are Cl.[C:2]1([C:8]2[CH:13]=[CH:12][N:11]=[C:10]([C:14]([NH2:16])=[NH:15])[CH:9]=2)[CH:7]=[CH:6][CH:5]=[CH:4][CH:3]=1.C([O:19][C:20]([CH2:22][CH2:23]O)=O)C.[Na].C(O)C.[O-]CC.[Na+]. The catalyst is C(OCC)(=O)C.O. The product is [C:2]1([C:8]2[CH:13]=[CH:12][N:11]=[C:10]([C:14]3[NH:16][C:20](=[O:19])[CH:22]=[CH:23][N:15]=3)[CH:9]=2)[CH:3]=[CH:4][CH:5]=[CH:6][CH:7]=1. The yield is 0.670.